From a dataset of Full USPTO retrosynthesis dataset with 1.9M reactions from patents (1976-2016). Predict the reactants needed to synthesize the given product. (1) Given the product [CH:1]1[C:10]2[C:5](=[CH:6][CH:7]=[CH:8][CH:9]=2)[CH:4]=[CH:3][C:2]=1[S:11]([CH2:12][CH:13]1[CH2:17][O:16][C:15](=[O:18])[CH2:14]1)(=[O:19])=[O:25], predict the reactants needed to synthesize it. The reactants are: [CH:1]1[C:10]2[C:5](=[CH:6][CH:7]=[CH:8][CH:9]=2)[CH:4]=[CH:3][C:2]=1[S:11][CH2:12][CH:13]1[CH2:17][O:16][C:15](=[O:18])[CH2:14]1.[OH:19]OS([O-])=O.[K+].[OH2:25]. (2) Given the product [N:1]1([C@:4]23[CH2:39][CH2:38][C@@H:37]([C:40]([CH3:42])=[CH2:41])[C@@H:5]2[CH:6]2[C@@:19]([CH3:22])([CH2:20][CH2:21]3)[C@@:18]3([CH3:23])[C@@H:9]([C@:10]4([CH3:36])[C@@H:15]([CH2:16][CH2:17]3)[C:14]([CH3:24])([CH3:25])[C:13]([C:26]3[CH:27]=[CH:28][C:29]([C:30]([OH:32])=[O:31])=[CH:34][CH:35]=3)=[CH:12][CH2:11]4)[CH2:8][CH2:7]2)[CH2:2][CH2:3]1, predict the reactants needed to synthesize it. The reactants are: [N:1]1([C@:4]23[CH2:39][CH2:38][C@@H:37]([C:40]([CH3:42])=[CH2:41])[C@@H:5]2[CH:6]2[C@@:19]([CH3:22])([CH2:20][CH2:21]3)[C@@:18]3([CH3:23])[C@@H:9]([C@:10]4([CH3:36])[C@@H:15]([CH2:16][CH2:17]3)[C:14]([CH3:25])([CH3:24])[C:13]([C:26]3[CH:35]=[CH:34][C:29]([C:30]([O:32]C)=[O:31])=[CH:28][CH:27]=3)=[CH:12][CH2:11]4)[CH2:8][CH2:7]2)[CH2:3][CH2:2]1.[OH-].[Li+].Cl. (3) Given the product [CH3:1][C:2]1[CH:7]=[CH:6][CH:5]=[CH:4][C:3]=1[CH:8]([OH:10])[CH3:9], predict the reactants needed to synthesize it. The reactants are: [CH3:1][C:2]1[CH:7]=[CH:6][CH:5]=[CH:4][C:3]=1[C:8](=[O:10])[CH3:9].[OH-].[K+].